This data is from Catalyst prediction with 721,799 reactions and 888 catalyst types from USPTO. The task is: Predict which catalyst facilitates the given reaction. (1) Reactant: [C:1]1([C@H:7]([NH:9][C:10]2[C:15]([N+:16]([O-])=O)=CN=[C:12]([C:19]3[CH:28]=[CH:27][CH:26]=[C:25]4[C:20]=3[CH:21]=[CH:22][CH:23]=[N:24]4)[CH:11]=2)[CH3:8])[CH:6]=[CH:5][CH:4]=[CH:3][CH:2]=1.C1([C@H](NC2C=C(C3C=CC=C4C=3C=CC=N4)N=C[C:39]=2[NH2:54])C)C=CC=CC=1.[H][H].[CH2:57]([OH:59])C. The catalyst class is: 45. Product: [C:1]1([C@H:7]([N:9]2[C:10]3[C:15](=[N:54][CH:39]=[C:12]([C:19]4[CH:28]=[CH:27][CH:26]=[C:25]5[C:20]=4[CH:21]=[CH:22][CH:23]=[N:24]5)[CH:11]=3)[NH:16][C:57]2=[O:59])[CH3:8])[CH:2]=[CH:3][CH:4]=[CH:5][CH:6]=1. (2) Reactant: C1(O[C:8](=[O:26])[NH:9][C:10]2[N:11]([C:19]3[CH:24]=[CH:23][CH:22]=[C:21]([F:25])[CH:20]=3)[N:12]=[C:13]([C:15]([CH3:18])([CH3:17])[CH3:16])[CH:14]=2)C=CC=CC=1.[CH3:27][NH:28][C:29]([C:31]1[CH:36]=[C:35]([O:37][C:38]2[CH:43]=[CH:42][C:41]([NH2:44])=[C:40]([C:45]([F:48])([F:47])[F:46])[CH:39]=2)[CH:34]=[CH:33][N:32]=1)=[O:30].C(N(CC)CC)C. Product: [CH3:27][NH:28][C:29]([C:31]1[CH:36]=[C:35]([O:37][C:38]2[CH:43]=[CH:42][C:41]([NH:44][C:8]([NH:9][C:10]3[N:11]([C:19]4[CH:24]=[CH:23][CH:22]=[C:21]([F:25])[CH:20]=4)[N:12]=[C:13]([C:15]([CH3:17])([CH3:18])[CH3:16])[CH:14]=3)=[O:26])=[C:40]([C:45]([F:48])([F:46])[F:47])[CH:39]=2)[CH:34]=[CH:33][N:32]=1)=[O:30]. The catalyst class is: 76. (3) Reactant: [Cl:1][C:2]1[N:7]=[C:6]([N:8]2[CH2:12][CH2:11][C@:10]([CH:15]([CH3:17])[CH3:16])([C:13]#[N:14])[C:9]2=[O:18])[CH:5]=[CH:4][N:3]=1.[NH2:19][C:20]1[CH:21]=[N:22][N:23]([CH2:25][C:26]([NH:28][CH3:29])=[O:27])[CH:24]=1.C(O)(=O)C. Product: [ClH:1].[C:13]([C@@:10]1([CH:15]([CH3:17])[CH3:16])[CH2:11][CH2:12][N:8]([C:6]2[CH:5]=[CH:4][N:3]=[C:2]([NH:19][C:20]3[CH:21]=[N:22][N:23]([CH2:25][C:26]([NH:28][CH3:29])=[O:27])[CH:24]=3)[N:7]=2)[C:9]1=[O:18])#[N:14]. The catalyst class is: 8. (4) Product: [C:8]([O:7][C:6](=[O:12])[N:5]([CH2:4][CH2:3][O:2][CH3:1])[CH2:16][C:17]1[NH:18][C:19](=[O:27])[C:20]2[CH2:26][O:25][CH2:24][CH2:23][C:21]=2[N:22]=1)([CH3:9])([CH3:11])[CH3:10]. Reactant: [CH3:1][O:2][CH2:3][CH2:4][NH:5][C:6](=[O:12])[O:7][C:8]([CH3:11])([CH3:10])[CH3:9].[H-].[Na+].Cl[CH2:16][C:17]1[NH:18][C:19](=[O:27])[C:20]2[CH2:26][O:25][CH2:24][CH2:23][C:21]=2[N:22]=1. The catalyst class is: 7. (5) Reactant: Cl[C:2]1[CH:28]=[CH:27][C:5]([C:6]([NH:8][C:9]2[CH:14]=[CH:13][C:12]([O:15][CH3:16])=[C:11]([NH:17][C:18](=[O:26])[CH2:19][N:20]3[CH2:25][CH2:24][O:23][CH2:22][CH2:21]3)[CH:10]=2)=[O:7])=[CH:4][N:3]=1.[C:29]1(B(O)O)[CH:34]=[CH:33][CH:32]=[CH:31][CH:30]=1.C(=O)([O-])[O-].[K+].[K+]. Product: [CH3:16][O:15][C:12]1[CH:13]=[CH:14][C:9]([NH:8][C:6](=[O:7])[C:5]2[CH:27]=[CH:28][C:2]([C:29]3[CH:34]=[CH:33][CH:32]=[CH:31][CH:30]=3)=[N:3][CH:4]=2)=[CH:10][C:11]=1[NH:17][C:18](=[O:26])[CH2:19][N:20]1[CH2:25][CH2:24][O:23][CH2:22][CH2:21]1. The catalyst class is: 149.